From a dataset of Catalyst prediction with 721,799 reactions and 888 catalyst types from USPTO. Predict which catalyst facilitates the given reaction. (1) Reactant: Cl[C:2]1[C:3]2[CH:17]=[CH:16][C:15](=[O:18])[N:14]([C:19]3[C:24]([F:25])=[CH:23][CH:22]=[CH:21][C:20]=3[F:26])[C:4]=2[N:5]=[C:6]([NH:8][CH:9]([CH2:12][OH:13])[CH2:10][OH:11])[N:7]=1.[CH:27]1([NH:30][C:31](=[O:49])[C:32]2[CH:37]=[C:36](B3OC(C)(C)C(C)(C)O3)[C:35]([CH3:47])=[C:34]([F:48])[CH:33]=2)[CH2:29][CH2:28]1.C([O-])([O-])=O.[K+].[K+]. Product: [CH:27]1([NH:30][C:31](=[O:49])[C:32]2[CH:33]=[C:34]([F:48])[C:35]([CH3:47])=[C:36]([C:2]3[C:3]4[CH:17]=[CH:16][C:15](=[O:18])[N:14]([C:19]5[C:24]([F:25])=[CH:23][CH:22]=[CH:21][C:20]=5[F:26])[C:4]=4[N:5]=[C:6]([NH:8][CH:9]([CH2:12][OH:13])[CH2:10][OH:11])[N:7]=3)[CH:37]=2)[CH2:28][CH2:29]1. The catalyst class is: 38. (2) Reactant: [NH2:1][C:2]1[N:7]=[C:6]([NH:8][C:9](=[O:17])[C:10]2[CH:15]=[CH:14][C:13]([F:16])=[CH:12][CH:11]=2)[CH:5]=[CH:4][CH:3]=1.[C:18]([N:25]1[CH2:30][CH2:29][C:28](=O)[CH2:27][CH2:26]1)([O:20][C:21]([CH3:24])([CH3:23])[CH3:22])=[O:19].C(O[BH-](OC(=O)C)OC(=O)C)(=O)C.[Na+]. Product: [C:21]([O:20][C:18]([N:25]1[CH2:30][CH2:29][CH:28]([NH:1][C:2]2[CH:3]=[CH:4][CH:5]=[C:6]([NH:8][C:9](=[O:17])[C:10]3[CH:15]=[CH:14][C:13]([F:16])=[CH:12][CH:11]=3)[N:7]=2)[CH2:27][CH2:26]1)=[O:19])([CH3:24])([CH3:22])[CH3:23]. The catalyst class is: 26. (3) Reactant: [CH3:1][C:2]1[CH:7]=[C:6]([O:8][CH2:9][C:10]([NH:12][CH2:13][CH2:14][O:15][CH2:16][CH2:17][O:18][CH2:19][CH2:20][O:21][CH2:22][CH2:23][O:24][CH2:25][CH2:26][O:27][CH2:28][CH2:29][O:30][CH2:31][CH2:32][O:33][CH2:34][CH2:35][O:36][CH2:37][CH2:38][C:39](O)=[O:40])=[O:11])[C:5]([CH3:42])=[CH:4][C:3]=1[C:43]1[C:48]([CH3:49])=[CH:47][C:46]([CH3:50])=[CH:45][C:44]=1[CH3:51].[NH2:52][C:53]1[CH:54]=[C:55]([C:63]([O:65][CH3:66])=[O:64])[CH:56]=[C:57]([CH:62]=1)[C:58]([O:60][CH3:61])=[O:59].C1CN([P+](ON2N=NC3C=CC=CC2=3)(N2CCCC2)N2CCCC2)CC1.F[P-](F)(F)(F)(F)F. Product: [CH3:1][C:2]1[CH:7]=[C:6]([O:8][CH2:9][C:10]([NH:12][CH2:13][CH2:14][O:15][CH2:16][CH2:17][O:18][CH2:19][CH2:20][O:21][CH2:22][CH2:23][O:24][CH2:25][CH2:26][O:27][CH2:28][CH2:29][O:30][CH2:31][CH2:32][O:33][CH2:34][CH2:35][O:36][CH2:37][CH2:38][C:39]([NH:52][C:53]2[CH:62]=[C:57]([C:58]([O:60][CH3:61])=[O:59])[CH:56]=[C:55]([CH:54]=2)[C:63]([O:65][CH3:66])=[O:64])=[O:40])=[O:11])[C:5]([CH3:42])=[CH:4][C:3]=1[C:43]1[C:48]([CH3:49])=[CH:47][C:46]([CH3:50])=[CH:45][C:44]=1[CH3:51]. The catalyst class is: 1. (4) Reactant: [C:1](=[O:4])([O-:3])[O-:2].[Mg+2:5].[O-2].[Mg+2].C(=O)=O. Product: [C:1](=[O:2])([OH:4])[O-:3].[Mg+2:5].[C:1](=[O:2])([OH:4])[O-:3]. The catalyst class is: 6. (5) The catalyst class is: 10. Product: [F:41][C:38]1[CH:37]=[CH:36][C:35]([C@@H:34]([OH:42])[CH2:33][CH2:32][C@@H:22]2[C@@H:21]([C:18]3[CH:19]=[CH:20][C:15]([C:11]4[CH:12]=[CH:13][CH:14]=[C:9]([OH:8])[CH:10]=4)=[CH:16][CH:17]=3)[N:24]([C:25]3[CH:30]=[CH:29][CH:28]=[CH:27][CH:26]=3)[C:23]2=[O:31])=[CH:40][CH:39]=1. Reactant: [Si]([O:8][C:9]1[CH:10]=[C:11]([C:15]2[CH:20]=[CH:19][C:18]([C@H:21]3[N:24]([C:25]4[CH:30]=[CH:29][CH:28]=[CH:27][CH:26]=4)[C:23](=[O:31])[C@@H:22]3[CH2:32][CH2:33][C@H:34]([O:42][Si](C(C)(C)C)(C)C)[C:35]3[CH:40]=[CH:39][C:38]([F:41])=[CH:37][CH:36]=3)=[CH:17][CH:16]=2)[CH:12]=[CH:13][CH:14]=1)(C(C)(C)C)(C)C.F.[OH-].[Na+].P([O-])([O-])([O-])=O.[Na+].[Na+].[Na+].C(=O)(O)[O-].[Na+].